Predict the product of the given reaction. From a dataset of Forward reaction prediction with 1.9M reactions from USPTO patents (1976-2016). The product is: [NH2:1][C:2]1[C:3]([C:4](=[O:5])[NH:37][CH2:36][C:34]2[CH:35]=[C:30]([Cl:29])[CH:31]=[CH:32][C:33]=2[S:38]([CH2:41][CH3:42])(=[O:40])=[O:39])=[CH:7][C:8]([C:25]([F:26])([F:27])[F:28])=[C:9]([CH2:11][N:12]2[CH2:16][CH2:15][C@@H:14]([NH:17][C:18](=[O:19])[O:20][C:21]([CH3:24])([CH3:23])[CH3:22])[CH2:13]2)[CH:10]=1. Given the reactants [NH2:1][C:2]1[CH:10]=[C:9]([CH2:11][N:12]2[CH2:16][CH2:15][C@@H:14]([NH:17][C:18]([O:20][C:21]([CH3:24])([CH3:23])[CH3:22])=[O:19])[CH2:13]2)[C:8]([C:25]([F:28])([F:27])[F:26])=[CH:7][C:3]=1[C:4](O)=[O:5].[Cl:29][C:30]1[CH:31]=[CH:32][C:33]([S:38]([CH2:41][CH3:42])(=[O:40])=[O:39])=[C:34]([CH2:36][NH2:37])[CH:35]=1.Cl.ClC1C=CC(S(CC)(=O)=O)=C(CN)C=1.BrC1C(C)=CC(C(NNC2C=C(Cl)C=CC=2SCC)=O)=C([N+]([O-])=O)C=1, predict the reaction product.